From a dataset of Reaction yield outcomes from USPTO patents with 853,638 reactions. Predict the reaction yield, written as a fraction of the theoretical maximum amount of product (1.0 means a 100% yield; for example, 0.34 means a 34% yield). The reactants are [Cl-].O[NH3+:3].[C:4](=[O:7])([O-])[OH:5].[Na+].CS(C)=O.[CH2:13]([C:15]1[N:16]=[C:17]([CH3:47])[N:18]([C:37]2[CH:42]=[CH:41][C:40]([O:43][CH:44]([CH3:46])[CH3:45])=[CH:39][CH:38]=2)[C:19](=[O:36])[C:20]=1[CH2:21][C:22]1[CH:27]=[CH:26][C:25]([C:28]2[C:29]([C:34]#[N:35])=[CH:30][CH:31]=[CH:32][CH:33]=2)=[CH:24][CH:23]=1)[CH3:14]. The catalyst is C(OCC)(=O)C. The product is [CH2:13]([C:15]1[N:16]=[C:17]([CH3:47])[N:18]([C:37]2[CH:38]=[CH:39][C:40]([O:43][CH:44]([CH3:46])[CH3:45])=[CH:41][CH:42]=2)[C:19](=[O:36])[C:20]=1[CH2:21][C:22]1[CH:23]=[CH:24][C:25]([C:28]2[CH:33]=[CH:32][CH:31]=[CH:30][C:29]=2[C:34]2[NH:3][C:4](=[O:7])[O:5][N:35]=2)=[CH:26][CH:27]=1)[CH3:14]. The yield is 0.810.